The task is: Regression/Classification. Given a drug SMILES string, predict its absorption, distribution, metabolism, or excretion properties. Task type varies by dataset: regression for continuous measurements (e.g., permeability, clearance, half-life) or binary classification for categorical outcomes (e.g., BBB penetration, CYP inhibition). Dataset: cyp1a2_veith.. This data is from CYP1A2 inhibition data for predicting drug metabolism from PubChem BioAssay. (1) The molecule is O=C(NNS(=O)(=O)c1cc(Cl)cc(Cl)c1)c1sccc1-n1cccc1. The result is 1 (inhibitor). (2) The drug is COc1ccc(Cc2nc3ccc(S(=O)(=O)N4CCOCC4)cc3[nH]2)cc1OC. The result is 0 (non-inhibitor). (3) The drug is Cc1cnc(CNc2ncncc2-c2ccccc2C#N)cn1. The result is 1 (inhibitor). (4) The compound is O=C1CCCC2=C1C(c1ccc(Cl)cc1)C1C(=O)c3ccccc3C1=N2. The result is 1 (inhibitor). (5) The molecule is O=C(O)C1=C/C(=C(/c2ccccc2)c2cc(C(=O)O)c(O)c3ccccc23)c2ccccc2C1=O.[Na]. The result is 0 (non-inhibitor). (6) The drug is COc1cccc(Cn2c(=O)c(-c3cccc(C#N)c3)nc3cnc(N4CCOCC4)nc32)c1. The result is 0 (non-inhibitor). (7) The molecule is O=C(c1sc2ccccc2c1Cl)N(Cc1ccccc1)C1CCS(=O)(=O)C1. The result is 0 (non-inhibitor). (8) The drug is CCN1CCN(C(=O)N[C@H](C(=O)N[C@@H]2C(=O)N3[C@@H](C(=O)[O-])C(C)(C)S[C@H]23)c2ccccc2)C(=O)C1=O.[Na+]. The result is 0 (non-inhibitor). (9) The drug is C/C(=N\NC(=O)c1cccc(Cl)c1)c1cccc(NC(=O)C(C)C)c1. The result is 1 (inhibitor). (10) The molecule is C[C@@]12CCC(=O)C=C1CC[C@@H]1[C@@H]2C(=O)C[C@@]2(C)C(=O)CC[C@H]12. The result is 0 (non-inhibitor).